Task: Predict the product of the given reaction.. Dataset: Forward reaction prediction with 1.9M reactions from USPTO patents (1976-2016) Given the reactants C[S:2]([C:5]1[CH:6]=[CH:7][C:8]([N:14]2[CH2:18][CH2:17][CH2:16][CH2:15]2)=[C:9]([CH:13]=1)[C:10]([OH:12])=[O:11])(=[O:4])=[O:3].ClC1C=CC(S(=O)(=O)[NH2:30])=CC=1C(O)=O.N1CCCC1, predict the reaction product. The product is: [N:14]1([C:8]2[CH:7]=[CH:6][C:5]([S:2](=[O:4])(=[O:3])[NH2:30])=[CH:13][C:9]=2[C:10]([OH:12])=[O:11])[CH2:18][CH2:17][CH2:16][CH2:15]1.